From a dataset of Peptide-MHC class I binding affinity with 185,985 pairs from IEDB/IMGT. Regression. Given a peptide amino acid sequence and an MHC pseudo amino acid sequence, predict their binding affinity value. This is MHC class I binding data. (1) The peptide sequence is VTFFCVMTY. The MHC is HLA-A26:02 with pseudo-sequence HLA-A26:02. The binding affinity (normalized) is 0.308. (2) The peptide sequence is GLYEWISEQ. The MHC is HLA-A02:12 with pseudo-sequence HLA-A02:12. The binding affinity (normalized) is 0.450. (3) The binding affinity (normalized) is 0.0847. The peptide sequence is FYPINDDFY. The MHC is HLA-A31:01 with pseudo-sequence HLA-A31:01. (4) The peptide sequence is SLSVSLVLV. The MHC is HLA-A02:17 with pseudo-sequence HLA-A02:17. The binding affinity (normalized) is 0.223. (5) The MHC is HLA-A68:01 with pseudo-sequence HLA-A68:01. The peptide sequence is FFTELENKK. The binding affinity (normalized) is 0.249. (6) The peptide sequence is FSLPSSSSY. The MHC is HLA-B35:01 with pseudo-sequence HLA-B35:01. The binding affinity (normalized) is 1.00. (7) The binding affinity (normalized) is 0.0847. The peptide sequence is ALPPPPPPP. The MHC is HLA-B40:01 with pseudo-sequence HLA-B40:01.